Dataset: Forward reaction prediction with 1.9M reactions from USPTO patents (1976-2016). Task: Predict the product of the given reaction. (1) Given the reactants [CH3:1][O:2][C:3]1[CH:8]=[CH:7][CH:6]=[CH:5][C:4]=1[NH:9][C:10](=[O:15])[CH2:11][C:12](=O)[CH3:13].S(=O)(=O)(O)O.N, predict the reaction product. The product is: [CH3:1][O:2][C:3]1[CH:8]=[CH:7][CH:6]=[C:5]2[C:4]=1[NH:9][C:10](=[O:15])[CH:11]=[C:12]2[CH3:13]. (2) Given the reactants [CH2:1]([O:8][C:9]1[C:14](=[O:15])[CH:13]=[CH:12][NH:11][C:10]=1[CH3:16])[C:2]1[CH:7]=[CH:6][CH:5]=[CH:4][CH:3]=1.[Br:17]N1C(=O)CCC1=O, predict the reaction product. The product is: [CH2:1]([O:8][C:9]1[C:10]([CH3:16])=[N:11][CH:12]=[C:13]([Br:17])[C:14]=1[OH:15])[C:2]1[CH:3]=[CH:4][CH:5]=[CH:6][CH:7]=1. (3) The product is: [NH:35]1[CH2:34][CH:33]([N:32]2[C:28]([C:13]3[CH:14]=[C:15]([C:18]4[CH:23]=[CH:22][CH:21]=[CH:20][C:19]=4[C:24]([F:26])([F:27])[F:25])[CH:16]=[CH:17][C:12]=3[O:11][C:10]3[C:9]([Cl:8])=[CH:47][C:46]([S:48]([NH:51][C:52]4[S:53][CH:54]=[N:55][N:56]=4)(=[O:50])=[O:49])=[C:45]([F:68])[CH:44]=3)=[CH:29][CH:30]=[N:31]2)[CH2:36]1. Given the reactants FC(F)(F)C(O)=O.[Cl:8][C:9]1[CH:47]=[C:46]([S:48]([N:51](CC2C=CC(OC)=CC=2OC)[C:52]2[S:53][CH:54]=[N:55][N:56]=2)(=[O:50])=[O:49])[C:45]([F:68])=[CH:44][C:10]=1[O:11][C:12]1[CH:17]=[CH:16][C:15]([C:18]2[CH:23]=[CH:22][CH:21]=[CH:20][C:19]=2[C:24]([F:27])([F:26])[F:25])=[CH:14][C:13]=1[C:28]1[N:32]([CH:33]2[CH2:36][N:35](C(OC(C)(C)C)=O)[CH2:34]2)[N:31]=[CH:30][CH:29]=1, predict the reaction product. (4) Given the reactants F[C:2]1(F)[CH2:7][CH2:6][CH:5]([CH:8]=[CH:9][C:10](Cl)=O)[CH2:4][CH2:3]1.[CH2:14](OC(C1CCC(F)(F)CC1)=O)C.CC1(C=O)CCOCC1.[N+:36]([C:39]1[CH:40]=[C:41]([C:46]2[CH:51]=[CH:50][CH:49]=[CH:48][C:47]=2[C:52]([F:55])([F:54])[F:53])[CH:42]=[CH:43][C:44]=1[NH2:45])([O-])=O, predict the reaction product. The product is: [CH:5]1(/[C:8](/[CH3:14])=[CH:9]/[C:10]2[NH:45][C:44]3[CH:43]=[CH:42][C:41]([C:46]4[CH:51]=[CH:50][CH:49]=[CH:48][C:47]=4[C:52]([F:55])([F:54])[F:53])=[CH:40][C:39]=3[N:36]=2)[CH2:6][CH2:7][CH2:2][CH2:3][CH2:4]1. (5) Given the reactants [Cl:1][C:2]1[CH:3]=[CH:4][C:5]([O:26][CH2:27][CH:28]([CH3:30])[CH3:29])=[C:6]([CH2:8][N:9]2[C:13]([CH3:14])=[CH:12][C:11]([C:15]([NH:17][C:18]3[CH:23]=[CH:22][C:21]([CH2:24][OH:25])=[CH:20][CH:19]=3)=[O:16])=[N:10]2)[CH:7]=1, predict the reaction product. The product is: [Cl:1][C:2]1[CH:3]=[CH:4][C:5]([O:26][CH2:27][CH:28]([CH3:30])[CH3:29])=[C:6]([CH2:8][N:9]2[C:13]([CH3:14])=[CH:12][C:11]([C:15]([NH:17][C:18]3[CH:23]=[CH:22][C:21]([CH:24]=[O:25])=[CH:20][CH:19]=3)=[O:16])=[N:10]2)[CH:7]=1. (6) Given the reactants ClC1C=CC(C2(O)CCN(CCC=C3C4C(=NC=CC=4)OC4C=CC=C(OCC(OCC)=O)C=4C3)CC2)=CC=1.[Cl:40][C:41]1[CH:46]=[CH:45][C:44]([C:47]2([OH:82])[CH2:52][CH2:51][N:50]([CH2:53][CH2:54][CH:55]=[C:56]3[C:66]4[C:61](=[N:62][CH:63]=[CH:64][CH:65]=4)[O:60][C:59]4[CH:67]=[CH:68][CH:69]=[C:70]([O:71][CH2:72][CH2:73][CH2:74][CH2:75][CH2:76][C:77]([O:79]CC)=[O:78])[C:58]=4[CH2:57]3)[CH2:49][CH2:48]2)=[CH:43][CH:42]=1, predict the reaction product. The product is: [C:77]([CH2:76][CH2:75][CH2:74][CH2:73][CH2:72][O:71][C:70]1[C:58]2[CH2:57][C:56](=[CH:55][CH2:54][CH2:53][N:50]3[CH2:49][CH2:48][C:47]([C:44]4[CH:43]=[CH:42][C:41]([Cl:40])=[CH:46][CH:45]=4)([OH:82])[CH2:52][CH2:51]3)[C:66]3[C:61]([O:60][C:59]=2[CH:67]=[CH:68][CH:69]=1)=[N:62][CH:63]=[CH:64][CH:65]=3)([OH:79])=[O:78]. (7) Given the reactants [Cl-].C([N+]1C=CC(C(=O)NCC(C2C=CC=CC=2)COCC2C=CC(C(F)(F)F)=C(C(F)(F)F)C=2)=CC=1)C1C=CC=CC=1.[CH3:43][N:44]([CH3:54])[C:45]1[CH:53]=[CH:52][C:48]([C:49]([OH:51])=O)=[CH:47][CH:46]=1.Cl.[F:56][C:57]([F:81])([F:80])[C:58]1[CH:59]=[C:60]([CH:73]=[C:74]([C:76]([F:79])([F:78])[F:77])[CH:75]=1)[CH2:61][O:62][CH2:63][CH:64]([C:67]1[CH:72]=[CH:71][CH:70]=[CH:69][CH:68]=1)[CH2:65][NH2:66].C(N(CC)CC)C.CCN=C=NCCCN(C)C.Cl, predict the reaction product. The product is: [F:56][C:57]([F:80])([F:81])[C:58]1[CH:59]=[C:60]([CH:73]=[C:74]([C:76]([F:77])([F:79])[F:78])[CH:75]=1)[CH2:61][O:62][CH2:63][CH:64]([C:67]1[CH:72]=[CH:71][CH:70]=[CH:69][CH:68]=1)[CH2:65][NH:66][C:49](=[O:51])[C:48]1[CH:47]=[CH:46][C:45]([N:44]([CH3:43])[CH3:54])=[CH:53][CH:52]=1.